This data is from Catalyst prediction with 721,799 reactions and 888 catalyst types from USPTO. The task is: Predict which catalyst facilitates the given reaction. (1) Reactant: [CH3:1][N+:2]([CH2:5][C@H:6]([NH2:11])[CH2:7][C:8]([O-:10])=[O:9])([CH3:4])[CH3:3].C(N(C(C)C)CC)(C)C.[N:21]([C:24]1[S:28][C:27]([C:29]2[CH:34]=[CH:33][CH:32]=[CH:31][CH:30]=2)=[N:26][C:25]=1[CH3:35])=[C:22]=[O:23]. Product: [CH3:35][C:25]1[N:26]=[C:27]([C:29]2[CH:34]=[CH:33][CH:32]=[CH:31][CH:30]=2)[S:28][C:24]=1[NH:21][C:22](=[O:23])[NH:11][C@@H:6]([CH2:5][N+:2]([CH3:3])([CH3:4])[CH3:1])[CH2:7][C:8]([O-:10])=[O:9]. The catalyst class is: 5. (2) Reactant: COC[O:4][C:5](=O)[C:6]1[CH:11]=[C:10]([Br:12])[C:9]([O:13][CH2:14][O:15][CH3:16])=[CH:8][C:7]=1[O:17][CH2:18][O:19][CH3:20].O.[NH2:23][NH2:24]. Product: [Br:12][C:10]1[C:9]([O:13][CH2:14][O:15][CH3:16])=[CH:8][C:7]([O:17][CH2:18][O:19][CH3:20])=[C:6]([CH:11]=1)[C:5]([NH:23][NH2:24])=[O:4]. The catalyst class is: 8. (3) Reactant: [CH3:1][O:2][C:3]1[CH:8]=[CH:7][C:6](B(O)O)=[CH:5][CH:4]=1.[Na].Br[C:14]1[CH:19]=[CH:18][C:17]([S:20]([O-:23])(=[O:22])=[O:21])=[CH:16][CH:15]=1.C([O-])([O-])=O.[Na+].[Na+]. Product: [CH3:1][O:2][C:3]1[CH:8]=[CH:7][C:6]([C:14]2[CH:19]=[CH:18][C:17]([S:20]([OH:23])(=[O:22])=[O:21])=[CH:16][CH:15]=2)=[CH:5][CH:4]=1. The catalyst class is: 398. (4) Reactant: [C:1]1(=O)[CH2:5][CH2:4][C:3](=[O:6])[CH2:2]1.[NH2:8][C:9]1[CH:14]=[CH:13][N:12]=[C:11]([C:15]([F:18])([F:17])[F:16])[CH:10]=1. Product: [F:18][C:15]([F:16])([F:17])[C:11]1[CH:10]=[C:9]([NH:8][C:1]2[CH2:5][CH2:4][C:3](=[O:6])[CH:2]=2)[CH:14]=[CH:13][N:12]=1. The catalyst class is: 86. (5) Reactant: [Cl:1][C:2]1[CH:3]=[C:4]2[NH:10][C:9](=[O:11])/[C:8](=[CH:12]\[C:13]3[CH:18]=[CH:17][CH:16]=[C:15]([Cl:19])[C:14]=3[F:20])/[C:5]2=[N:6][CH:7]=1.N12CCN(CC1)CC2.[Li+].[Cl-].[CH3:31][C:32]([CH3:45])([CH3:44])[CH2:33]/[CH:34]=[N:35]/[CH2:36][C:37]([O:39][C:40]([CH3:43])([CH3:42])[CH3:41])=[O:38]. Product: [Cl:1][C:2]1[CH:3]=[C:4]2[NH:10][C:9](=[O:11])[C:8]3([CH:12]([C:13]4[CH:18]=[CH:17][CH:16]=[C:15]([Cl:19])[C:14]=4[F:20])[CH:36]([C:37]([O:39][C:40]([CH3:41])([CH3:42])[CH3:43])=[O:38])[NH:35][CH:34]3[CH2:33][C:32]([CH3:45])([CH3:44])[CH3:31])[C:5]2=[N:6][CH:7]=1. The catalyst class is: 76. (6) Reactant: C([O-])([O-])=O.[K+].[K+].[CH2:7]([O:14][C:15]1[CH:16]=[CH:17][C:18]([C:21]2[C:25]3=[N:26][CH:27]=[CH:28][CH:29]=[C:24]3[NH:23][N:22]=2)=[N:19][CH:20]=1)[C:8]1[CH:13]=[CH:12][CH:11]=[CH:10][CH:9]=1.[CH2:30](I)[CH3:31].C([O-])(O)=O.[Na+]. Product: [CH2:7]([O:14][C:15]1[CH:16]=[CH:17][C:18]([C:21]2[C:25]3=[N:26][CH:27]=[CH:28][CH:29]=[C:24]3[N:23]([CH2:30][CH3:31])[N:22]=2)=[N:19][CH:20]=1)[C:8]1[CH:9]=[CH:10][CH:11]=[CH:12][CH:13]=1. The catalyst class is: 3. (7) Reactant: Cl[C:2]1[N:7]=[CH:6][N:5]=[C:4]([C:8]2[C:9]([CH:30]3[CH2:32][CH2:31]3)=[N:10][C:11]([N:16]3[CH2:21][CH2:20][N:19]([C:22]([CH:24]4[CH2:26][CH2:25]4)=[O:23])[C@H:18]([CH:27]4[CH2:29][CH2:28]4)[CH2:17]3)=[C:12]([CH:15]=2)[C:13]#[N:14])[CH:3]=1.[CH:33]([K])=[CH2:34].B(F)(F)F.[F-].[Cs+]. The catalyst class is: 70. Product: [CH:24]1([C:22]([N:19]2[CH2:20][CH2:21][N:16]([C:11]3[N:10]=[C:9]([CH:30]4[CH2:32][CH2:31]4)[C:8]([C:4]4[CH:3]=[C:2]([CH:33]=[CH2:34])[N:7]=[CH:6][N:5]=4)=[CH:15][C:12]=3[C:13]#[N:14])[CH2:17][C@H:18]2[CH:27]2[CH2:29][CH2:28]2)=[O:23])[CH2:26][CH2:25]1.